From a dataset of Forward reaction prediction with 1.9M reactions from USPTO patents (1976-2016). Predict the product of the given reaction. (1) Given the reactants [Br:1][C:2]1[CH:3]=[C:4]([CH2:23]SC)[C:5]([N:8]([C:16]([O:18][C:19]([CH3:22])([CH3:21])[CH3:20])=[O:17])[C:9]([O:11][C:12]([CH3:15])([CH3:14])[CH3:13])=[O:10])=[N:6][CH:7]=1.O[O:27][S:28]([O-:30])=O.[K+].O.[CH3:33]C#N, predict the reaction product. The product is: [Br:1][C:2]1[CH:3]=[C:4]([CH2:23][S:28]([CH3:33])(=[O:30])=[O:27])[C:5]([N:8]([C:9]([O:11][C:12]([CH3:15])([CH3:14])[CH3:13])=[O:10])[C:16]([O:18][C:19]([CH3:20])([CH3:21])[CH3:22])=[O:17])=[N:6][CH:7]=1. (2) The product is: [NH2:2][C:44](=[O:46])[CH2:43][N:40]1[C:41]2[C:36](=[N:35][CH:34]=[C:33]([CH2:32][C:29]3[CH:28]=[CH:27][C:26]([F:25])=[CH:31][CH:30]=3)[CH:42]=2)[C:37]([OH:55])=[C:38]([C:48]([NH:50][CH2:51][CH2:52][O:53][CH3:54])=[O:49])[C:39]1=[O:47]. Given the reactants C[N:2](C(ON1N=NC2C=CC=NC1=2)=[N+](C)C)C.F[P-](F)(F)(F)(F)F.[F:25][C:26]1[CH:31]=[CH:30][C:29]([CH2:32][C:33]2[CH:42]=[C:41]3[C:36]([C:37]([OH:55])=[C:38]([C:48]([NH:50][CH2:51][CH2:52][O:53][CH3:54])=[O:49])[C:39](=[O:47])[N:40]3[CH2:43][C:44]([OH:46])=O)=[N:35][CH:34]=2)=[CH:28][CH:27]=1.[OH-].[NH4+], predict the reaction product. (3) Given the reactants [C:1]([O:5][C:6](=[O:20])[NH:7][CH:8]1[C:17]2[C:12](=[CH:13][CH:14]=[C:15]([CH:18]=O)[CH:16]=2)[O:11][CH2:10][CH2:9]1)([CH3:4])([CH3:3])[CH3:2].[NH:21]1[CH2:26][CH2:25][CH2:24][CH2:23][CH2:22]1, predict the reaction product. The product is: [C:1]([O:5][C:6](=[O:20])[NH:7][CH:8]1[C:17]2[C:12](=[CH:13][CH:14]=[C:15]([CH2:18][N:21]3[CH2:26][CH2:25][CH2:24][CH2:23][CH2:22]3)[CH:16]=2)[O:11][CH2:10][CH2:9]1)([CH3:4])([CH3:3])[CH3:2]. (4) Given the reactants [CH2:1]([O:8][C:9]1[CH:14]=[C:13]([CH3:15])[C:12]([C:16]2[CH:21]=[CH:20][C:19]([F:22])=[C:18]([CH:23]=[O:24])[CH:17]=2)=[C:11]([CH3:25])[CH:10]=1)[C:2]1[CH:7]=[CH:6][CH:5]=[CH:4][CH:3]=1.[BH4-].[Na+].CC(C)=O, predict the reaction product. The product is: [CH2:1]([O:8][C:9]1[CH:10]=[C:11]([CH3:25])[C:12]([C:16]2[CH:21]=[CH:20][C:19]([F:22])=[C:18]([CH2:23][OH:24])[CH:17]=2)=[C:13]([CH3:15])[CH:14]=1)[C:2]1[CH:3]=[CH:4][CH:5]=[CH:6][CH:7]=1. (5) Given the reactants [F:1][C:2]1[CH:7]=[CH:6][C:5]([C:8]2[CH:22]=[CH:21][C:11]3[N:12]=[C:13]([CH2:15][C:16]([O:18]CC)=O)[S:14][C:10]=3[CH:9]=2)=[CH:4][CH:3]=1.[OH-].[Na+].Cl.[CH3:26][C:27]1[O:31][C:30]([CH2:32][NH2:33])=[N:29][N:28]=1.C1CN([P+](ON2N=NC3C=CC=CC2=3)(N2CCCC2)N2CCCC2)CC1.F[P-](F)(F)(F)(F)F, predict the reaction product. The product is: [F:1][C:2]1[CH:3]=[CH:4][C:5]([C:8]2[CH:22]=[CH:21][C:11]3[N:12]=[C:13]([CH2:15][C:16]([NH:33][CH2:32][C:30]4[O:31][C:27]([CH3:26])=[N:28][N:29]=4)=[O:18])[S:14][C:10]=3[CH:9]=2)=[CH:6][CH:7]=1. (6) Given the reactants ClC1C=CC([C@@H](C2C=CN(C)N=2)N)=CC=1F.[F:17][C:18]1[CH:19]=[C:20]([C@@H:26]([C:28]2[CH:29]=[N:30][N:31]([CH3:33])[CH:32]=2)[NH2:27])[CH:21]=[CH:22][C:23]=1[O:24][CH3:25].[F:34][C:35]1[CH:44]=[C:43]([C:45](O)=[O:46])[CH:42]=[C:41]2[C:36]=1[CH:37]=[N:38][C:39]([NH:48][CH2:49][CH2:50][CH2:51][F:52])=[N:40]2, predict the reaction product. The product is: [F:17][C:18]1[CH:19]=[C:20]([C@H:26]([NH:27][C:45]([C:43]2[CH:42]=[C:41]3[C:36]([CH:37]=[N:38][C:39]([NH:48][CH2:49][CH2:50][CH2:51][F:52])=[N:40]3)=[C:35]([F:34])[CH:44]=2)=[O:46])[C:28]2[CH:29]=[N:30][N:31]([CH3:33])[CH:32]=2)[CH:21]=[CH:22][C:23]=1[O:24][CH3:25]. (7) Given the reactants [CH3:1][C:2]1[CH:7]=[CH:6][C:5]([N+:8]([O-:10])=[O:9])=[CH:4][C:3]=1[N:11]1[CH2:16][CH2:15][C:14](=[O:17])[CH2:13][CH2:12]1, predict the reaction product. The product is: [CH3:3][N:11]([CH:16]=[C:13]1[C:14](=[O:17])[CH2:15][CH2:16][N:11]([C:3]2[CH:4]=[C:5]([N+:8]([O-:10])=[O:9])[CH:6]=[CH:7][C:2]=2[CH3:1])[CH2:12]1)[CH3:12]. (8) Given the reactants [Br:1][C:2]1[CH:7]=[C:6]([C:8]([C:10]2[CH:15]=[CH:14][C:13]([Cl:16])=[CH:12][CH:11]=2)=[O:9])[CH:5]=[CH:4][C:3]=1[NH:17]C(=O)OC(C)(C)C.FC(F)(F)C(O)=O, predict the reaction product. The product is: [Br:1][C:2]1[CH:7]=[C:6]([C:8]([C:10]2[CH:15]=[CH:14][C:13]([Cl:16])=[CH:12][CH:11]=2)=[O:9])[CH:5]=[CH:4][C:3]=1[NH2:17]. (9) Given the reactants [C:1]([O:5][C:6]([NH:8][C:9]1([C:14]([O:16]C)=O)[CH2:13][CH2:12][CH2:11][CH2:10]1)=[O:7])([CH3:4])([CH3:3])[CH3:2].O.[NH2:19][NH2:20], predict the reaction product. The product is: [C:1]([O:5][C:6]([NH:8][C:9]1([C:14]([NH:19][NH2:20])=[O:16])[CH2:13][CH2:12][CH2:11][CH2:10]1)=[O:7])([CH3:4])([CH3:3])[CH3:2]. (10) Given the reactants [C:1]1(=[O:7])[CH2:6][CH2:5][CH2:4][CH2:3][CH2:2]1.[CH2:8](O)[CH2:9][CH2:10][OH:11], predict the reaction product. The product is: [O:7]1[C:1]2([CH2:6][CH2:5][CH2:4][CH2:3][CH2:2]2)[O:11][CH2:10][CH2:9][CH2:8]1.